This data is from Reaction yield outcomes from USPTO patents with 853,638 reactions. The task is: Predict the reaction yield, written as a fraction of the theoretical maximum amount of product (1.0 means a 100% yield; for example, 0.34 means a 34% yield). (1) The yield is 0.700. The reactants are [CH2:1]([C:4]1[C:8]([CH2:9][CH2:10][CH2:11][OH:12])=[CH:7][N:6]([C:13]2[CH:18]=[CH:17][C:16]([C:19]([F:22])([F:21])[F:20])=[CH:15][N:14]=2)[N:5]=1)[CH2:2][CH3:3].O[C:24]1[CH:25]=[C:26]([CH2:32][CH2:33][C:34]([O:36]CC)=[O:35])[CH:27]=[CH:28][C:29]=1[O:30][CH3:31].C(P(CCCC)CCCC)CCC.N(C(N1CCCCC1)=O)=NC(N1CCCCC1)=O. The product is [CH3:31][O:30][C:29]1[CH:24]=[CH:25][C:26]([CH2:32][CH2:33][C:34]([OH:36])=[O:35])=[CH:27][C:28]=1[O:12][CH2:11][CH2:10][CH2:9][C:8]1[C:4]([CH2:1][CH2:2][CH3:3])=[N:5][N:6]([C:13]2[CH:18]=[CH:17][C:16]([C:19]([F:21])([F:20])[F:22])=[CH:15][N:14]=2)[CH:7]=1. The catalyst is O1CCCC1. (2) The reactants are [CH3:1][O:2][C:3]([C:5]1([NH:12][C:13]([O:15][C:16]([CH3:19])([CH3:18])[CH3:17])=[O:14])[CH2:7][CH:6]1[CH2:8][CH2:9]SC)=[O:4].O[O:21][S:22]([O-:24])=O.[K+].[CH3:26]O. The catalyst is O. The product is [CH3:1][O:2][C:3]([C:5]1([NH:12][C:13]([O:15][C:16]([CH3:18])([CH3:17])[CH3:19])=[O:14])[CH2:7][CH:6]1[CH2:8][CH2:9][S:22]([CH3:26])(=[O:24])=[O:21])=[O:4]. The yield is 0.710. (3) The reactants are F[C:2]1[N:7]=[C:6]([C:8]2[C:16]3[C:11](=[CH:12][N:13]=[C:14]([CH:17]4[CH2:22][CH2:21][CH2:20][O:19][CH2:18]4)[CH:15]=3)[N:10](C3CCCCO3)[N:9]=2)[CH:5]=[CH:4][CH:3]=1.[NH:29]1[CH2:34][CH2:33][NH:32][CH2:31][CH2:30]1. No catalyst specified. The product is [N:29]1([C:2]2[N:7]=[C:6]([C:8]3[C:16]4[C:11](=[CH:12][N:13]=[C:14]([CH:17]5[CH2:22][CH2:21][CH2:20][O:19][CH2:18]5)[CH:15]=4)[NH:10][N:9]=3)[CH:5]=[CH:4][CH:3]=2)[CH2:34][CH2:33][NH:32][CH2:31][CH2:30]1. The yield is 0.200. (4) The reactants are [CH3:1][C:2]1[CH:3]=[C:4]([OH:9])[CH:5]=[C:6]([CH3:8])[CH:7]=1.[CH2:10](Br)[CH:11]=[CH2:12].C(=O)([O-])[O-].[K+].[K+]. The catalyst is CC(C)=O. The product is [CH3:1][C:2]1[CH:3]=[C:4]([O:9][CH2:12][CH:11]=[CH2:10])[CH:5]=[C:6]([CH3:8])[CH:7]=1. The yield is 1.00. (5) The yield is 0.320. The reactants are [O:1]1[C:7]2[N:8]=[C:9]([C:12]([O:14][CH:15]([CH3:17])[CH3:16])=[O:13])[CH:10]=[CH:11][C:6]=2[CH2:5][NH:4][CH2:3][CH2:2]1.[CH:18]1([C:24](Cl)=[O:25])[CH2:23][CH2:22][CH2:21][CH2:20][CH2:19]1.CCN(CC)CC. The product is [CH:18]1([C:24]([N:4]2[CH2:5][C:6]3[CH:11]=[CH:10][C:9]([C:12]([O:14][CH:15]([CH3:17])[CH3:16])=[O:13])=[N:8][C:7]=3[O:1][CH2:2][CH2:3]2)=[O:25])[CH2:23][CH2:22][CH2:21][CH2:20][CH2:19]1. The catalyst is C(Cl)Cl. (6) The reactants are COC(C1C=C(O)C2C(=C(OCC3C=CC=CC=3)C=C(C#CCOCC3C=CC=CC=3)C=2)N=1)=O.[CH3:35][O:36][C:37]([C:39]1[CH:48]=[C:47]([OH:49])[C:46]2[C:41](=[C:42]([O:61]CC3C=CC=CC=3)[CH:43]=[C:44]([C:50]#[C:51][CH2:52][NH:53][C:54]([O:56][C:57]([CH3:60])([CH3:59])[CH3:58])=[O:55])[CH:45]=2)[N:40]=1)=[O:38]. No catalyst specified. The product is [CH3:35][O:36][C:37]([C:39]1[CH:48]=[C:47]([OH:49])[C:46]2[C:41](=[C:42]([OH:61])[CH:43]=[C:44]([CH2:50][CH2:51][CH2:52][NH:53][C:54]([O:56][C:57]([CH3:59])([CH3:58])[CH3:60])=[O:55])[CH:45]=2)[N:40]=1)=[O:38]. The yield is 0.700.